Dataset: Reaction yield outcomes from USPTO patents with 853,638 reactions. Task: Predict the reaction yield, written as a fraction of the theoretical maximum amount of product (1.0 means a 100% yield; for example, 0.34 means a 34% yield). (1) The reactants are Br[CH:2]([C:12]1[CH:17]=[N:16][CH:15]=[C:14]([CH3:18])[N:13]=1)[CH:3](Br)[C:4]1[CH:9]=[CH:8][CH:7]=[C:6]([F:10])[CH:5]=1.C1CCN2C(=NCCC2)CC1.CCCCCC.C(OCC)(=O)C. The catalyst is C1COCC1. The product is [F:10][C:6]1[CH:5]=[C:4]([C:3]#[C:2][C:12]2[CH:17]=[N:16][CH:15]=[C:14]([CH3:18])[N:13]=2)[CH:9]=[CH:8][CH:7]=1. The yield is 0.250. (2) The reactants are [CH:1](=[N:8]/[C:9]1[CH:14]=[CH:13][CH:12]=[CH:11][C:10]=1[O:15][CH3:16])\[C:2]1[CH:7]=[CH:6][CH:5]=[CH:4][CH:3]=1.[CH:17]([Mg]Cl)([CH3:19])[CH3:18].[NH4+].[Cl-]. The catalyst is C1COCC1. The product is [CH3:16][O:15][C:10]1[CH:11]=[CH:12][CH:13]=[CH:14][C:9]=1[NH:8][CH:1]([C:2]1[CH:3]=[CH:4][CH:5]=[CH:6][CH:7]=1)[CH:17]([CH3:19])[CH3:18]. The yield is 0.280. (3) The reactants are [Br:1][C:2]1[N:6]2[N:7]=[C:8]([NH:11][CH2:12][CH2:13][OH:14])[CH:9]=[CH:10][C:5]2=[N:4][CH:3]=1.[C:15]([N:19]([CH3:28])[C:20](N1C=C[N+](C)=C1)=[O:21])([CH3:18])([CH3:17])[CH3:16].[H-].[Na+]. The catalyst is C1COCC1.CN(C=O)C. The product is [C:15]([N:19]([CH3:28])[C:20](=[O:21])[O:14][CH2:13][CH2:12][NH:11][C:8]1[CH:9]=[CH:10][C:5]2[N:6]([C:2]([Br:1])=[CH:3][N:4]=2)[N:7]=1)([CH3:18])([CH3:17])[CH3:16]. The yield is 0.310. (4) The reactants are [C:1]([C:3]1([C:9]2[CH:14]=[CH:13][C:12]([NH:15][C:16](=[O:22])[O:17][C:18]([CH3:21])([CH3:20])[CH3:19])=[CH:11][CH:10]=2)[CH2:8][CH2:7][NH:6][CH2:5][CH2:4]1)#[N:2].[C:23]1(=O)[CH2:27][CH2:26][CH2:25][CH2:24]1.[BH3-]C#N.[Na+]. The catalyst is CO.CC(O)=O. The product is [C:1]([C:3]1([C:9]2[CH:14]=[CH:13][C:12]([NH:15][C:16](=[O:22])[O:17][C:18]([CH3:19])([CH3:21])[CH3:20])=[CH:11][CH:10]=2)[CH2:4][CH2:5][N:6]([CH:23]2[CH2:27][CH2:26][CH2:25][CH2:24]2)[CH2:7][CH2:8]1)#[N:2]. The yield is 0.980. (5) The reactants are [CH3:1][O:2][C:3](=[O:36])[CH2:4][N:5]1[C:10](=[O:11])[C:9](Cl)=[C:8]([C:13]2[CH:18]=[CH:17][C:16]([C:19]#[N:20])=[C:15]([F:21])[CH:14]=2)[N:7]=[C:6]1[N:22]1[CH2:27][CH2:26][CH:25]([NH:28][C:29]([O:31][C:32]([CH3:35])([CH3:34])[CH3:33])=[O:30])[CH2:24][CH2:23]1.[C:37]([O-:40])([O-])=O.[K+].[K+]. The catalyst is CN(C=O)C.O. The product is [CH3:1][O:2][C:3](=[O:36])[CH2:4][N:5]1[C:10](=[O:11])[C:9]([C:13]2[CH:18]=[CH:17][C:16]([O:40][CH3:37])=[CH:15][CH:14]=2)=[C:8]([C:13]2[CH:18]=[CH:17][C:16]([C:19]#[N:20])=[C:15]([F:21])[CH:14]=2)[N:7]=[C:6]1[N:22]1[CH2:27][CH2:26][CH:25]([NH:28][C:29]([O:31][C:32]([CH3:35])([CH3:34])[CH3:33])=[O:30])[CH2:24][CH2:23]1. The yield is 0.240.